From a dataset of Reaction yield outcomes from USPTO patents with 853,638 reactions. Predict the reaction yield, written as a fraction of the theoretical maximum amount of product (1.0 means a 100% yield; for example, 0.34 means a 34% yield). (1) The reactants are [NH2:1][C:2]1[C:7]2[C:8](=[O:20])[N:9]([C:13]3[CH:18]=[CH:17][C:16](Br)=[CH:15][CH:14]=3)[CH2:10][CH2:11][O:12][C:6]=2[N:5]=[CH:4][N:3]=1.[Cl:21][C:22]1[CH:23]=[C:24]([CH:41]=[CH:42][C:43]=1B1OC(C)(C)C(C)(C)O1)[CH2:25][N:26]([CH3:40])[C:27](=[O:39])[CH2:28][CH2:29][CH2:30][NH:31][C:32](=[O:38])[O:33][C:34]([CH3:37])([CH3:36])[CH3:35].P([O-])([O-])([O-])=O.[K+].[K+].[K+].CO. The catalyst is COCCOC.Cl[Pd]Cl.C1(P(C2C=CC=CC=2)[C-]2C=CC=C2)C=CC=CC=1.[C-]1(P(C2C=CC=CC=2)C2C=CC=CC=2)C=CC=C1.[Fe+2].O. The product is [NH2:1][C:2]1[C:7]2[C:8](=[O:20])[N:9]([C:13]3[CH:18]=[CH:17][C:16]([C:43]4[CH:42]=[CH:41][C:24]([CH2:25][N:26]([CH3:40])[C:27](=[O:39])[CH2:28][CH2:29][CH2:30][NH:31][C:32](=[O:38])[O:33][C:34]([CH3:37])([CH3:36])[CH3:35])=[CH:23][C:22]=4[Cl:21])=[CH:15][CH:14]=3)[CH2:10][CH2:11][O:12][C:6]=2[N:5]=[CH:4][N:3]=1. The yield is 0.260. (2) The reactants are [Br:1][C:2]1[CH:7]=[CH:6][C:5]([C:8](=[O:10])[CH3:9])=[C:4]([O:11][CH3:12])[CH:3]=1.[Br:13]Br. The catalyst is O1CCOCC1. The product is [Br:13][CH2:9][C:8]([C:5]1[CH:6]=[CH:7][C:2]([Br:1])=[CH:3][C:4]=1[O:11][CH3:12])=[O:10]. The yield is 0.760. (3) The reactants are [NH:1]1[CH2:7][CH2:6][CH2:5][CH2:4][C@H:3]([NH:8][C:9](=[O:15])[O:10][C:11]([CH3:14])([CH3:13])[CH3:12])[CH2:2]1.[Br:16][C:17]1[C:18](F)=[C:19]2[C:25]([NH:26][C:27]([CH:29]3[CH2:31][CH2:30]3)=[O:28])=[CH:24][NH:23][C:20]2=[N:21][CH:22]=1. The catalyst is CCCCO. The product is [Br:16][C:17]1[C:18]([N:1]2[CH2:7][CH2:6][CH2:5][CH2:4][C@H:3]([NH:8][C:9](=[O:15])[O:10][C:11]([CH3:12])([CH3:14])[CH3:13])[CH2:2]2)=[C:19]2[C:25]([NH:26][C:27]([CH:29]3[CH2:30][CH2:31]3)=[O:28])=[CH:24][NH:23][C:20]2=[N:21][CH:22]=1. The yield is 0.0900. (4) The reactants are Cl[C:2]1[C:7]([F:8])=[CH:6][NH:5][C:4](=[O:9])[N:3]=1.C(N(CC)CC)C.O.[NH2:18][NH2:19].[CH3:20][O:21][C:22]1[CH:29]=[CH:28][C:25]([CH:26]=O)=[CH:24][CH:23]=1. The catalyst is C(O)C. The product is [F:8][C:7]1[C:2]([NH:18]/[N:19]=[CH:26]/[C:25]2[CH:28]=[CH:29][C:22]([O:21][CH3:20])=[CH:23][CH:24]=2)=[N:3][C:4](=[O:9])[NH:5][CH:6]=1. The yield is 0.190. (5) The reactants are [N+:1]([C:4]1[CH:5]=[CH:6][CH:7]=[C:8]2[C:12]=1[NH:11][C:10]([C:13]([O:15][CH2:16][CH3:17])=[O:14])=[CH:9]2)([O-])=O.S(S([O-])=O)([O-])=O.[Na+].[Na+]. The catalyst is O1CCCC1.O.C(OCC)(=O)C. The product is [NH2:1][C:4]1[CH:5]=[CH:6][CH:7]=[C:8]2[C:12]=1[NH:11][C:10]([C:13]([O:15][CH2:16][CH3:17])=[O:14])=[CH:9]2. The yield is 0.379. (6) The product is [S:13]1[C:17]2[CH:18]=[CH:19][CH:20]=[CH:21][C:16]=2[CH:15]=[C:14]1[C:22]1[O:33][C:31](=[O:32])[C:25]2([CH2:26][CH2:27][CH2:28][CH2:29][CH2:30]2)[N:24]=1. The catalyst is C(Cl)Cl. The yield is 0.750. The reactants are Cl.C(N=C=NCCCN(C)C)C.[S:13]1[C:17]2[CH:18]=[CH:19][CH:20]=[CH:21][C:16]=2[CH:15]=[C:14]1[C:22]([NH:24][C:25]1([C:31]([OH:33])=[O:32])[CH2:30][CH2:29][CH2:28][CH2:27][CH2:26]1)=O. (7) The reactants are C(OC([NH:8][C@H:9]([C:11]1[CH:20]=[CH:19][C:14]([C:15]([O:17][CH3:18])=[O:16])=[CH:13][CH:12]=1)[CH3:10])=O)(C)(C)C.FC(F)(F)C(O)=O.[Cl:28]CCl. No catalyst specified. The product is [ClH:28].[NH2:8][C@H:9]([C:11]1[CH:20]=[CH:19][C:14]([C:15]([O:17][CH3:18])=[O:16])=[CH:13][CH:12]=1)[CH3:10]. The yield is 0.950. (8) The reactants are [CH2:1]([C:3]([C:6]1[CH:11]=[CH:10][C:9]([F:12])=[CH:8][CH:7]=1)=[CH:4][CH3:5])[CH3:2].[Li]CCCC.CN([CH:21]=[O:22])C. The catalyst is C1COCC1. The product is [CH2:4]([C:3]([C:6]1[CH:11]=[CH:10][C:9]([F:12])=[C:8]([CH:7]=1)[CH:21]=[O:22])=[CH:1][CH3:2])[CH3:5]. The yield is 0.490. (9) The reactants are [CH:1]1([CH2:6][CH2:7][CH2:8][OH:9])[CH2:5][CH2:4][CH2:3][CH2:2]1.[Cr](Cl)([O-])(=O)=O.[NH+]1C=CC=CC=1.[Mn]([O-])(=O)(=O)=O.[K+]. The catalyst is ClCCl. The product is [CH:1]1([CH2:6][CH2:7][CH:8]=[O:9])[CH2:5][CH2:4][CH2:3][CH2:2]1. The yield is 0.700.